Predict the product of the given reaction. From a dataset of Forward reaction prediction with 1.9M reactions from USPTO patents (1976-2016). Given the reactants [N+:1]([C:4]1[CH:5]=[CH:6][C:7]2[O:12][CH2:11][C@H:10]([CH2:13][NH:14][S:15]([NH2:18])(=[O:17])=[O:16])[O:9][C:8]=2[CH:19]=1)([O-])=O.[N+](C1C=C(O)C(=CC=1)O)([O-])=O, predict the reaction product. The product is: [NH2:1][C:4]1[CH:5]=[CH:6][C:7]2[O:12][CH2:11][C@H:10]([CH2:13][NH:14][S:15]([NH2:18])(=[O:17])=[O:16])[O:9][C:8]=2[CH:19]=1.